Dataset: Full USPTO retrosynthesis dataset with 1.9M reactions from patents (1976-2016). Task: Predict the reactants needed to synthesize the given product. (1) Given the product [F:24][C:25]1[CH:30]=[C:29]([C:2]2[CH:3]=[C:4]([C:8]3([C:18]4[CH:19]=[CH:20][N:21]=[CH:22][CH:23]=4)[C:16]4[C:11](=[CH:12][CH:13]=[CH:14][CH:15]=4)[C:10]([NH2:17])=[N:9]3)[CH:5]=[CH:6][CH:7]=2)[CH:28]=[N:27][CH:26]=1, predict the reactants needed to synthesize it. The reactants are: Br[C:2]1[CH:3]=[C:4]([C:8]2([C:18]3[CH:23]=[CH:22][N:21]=[CH:20][CH:19]=3)[C:16]3[C:11](=[CH:12][CH:13]=[CH:14][CH:15]=3)[C:10]([NH2:17])=[N:9]2)[CH:5]=[CH:6][CH:7]=1.[F:24][C:25]1[CH:26]=[N:27][CH:28]=[C:29](B2OC(C)(C)C(C)(C)O2)[CH:30]=1.C(=O)([O-])[O-].[K+].[K+].C(COC)OC. (2) Given the product [N+:7]([C:10]1[C:18]2[NH:17][C:16](=[O:19])[N:15]([CH2:21][C:22]([O:24][C:25]([CH3:28])([CH3:27])[CH3:26])=[O:23])[C:14]=2[CH:13]=[CH:12][CH:11]=1)([O-:9])=[O:8], predict the reactants needed to synthesize it. The reactants are: C(=O)([O-])[O-].[Cs+].[Cs+].[N+:7]([C:10]1[C:18]2[NH:17][C:16](=[O:19])[NH:15][C:14]=2[CH:13]=[CH:12][CH:11]=1)([O-:9])=[O:8].Br[CH2:21][C:22]([O:24][C:25]([CH3:28])([CH3:27])[CH3:26])=[O:23]. (3) Given the product [NH:1]1[C:5]2[CH:6]=[CH:7][CH:8]=[CH:9][C:4]=2[N:3]=[C:2]1[CH:10]([NH:20][C:28]([NH:26][CH2:25][CH2:24][CH2:23][N:22]([CH3:27])[CH3:21])=[O:29])[CH2:11][C:12]1[CH:17]=[CH:16][C:15]([O:18][CH3:19])=[CH:14][CH:13]=1, predict the reactants needed to synthesize it. The reactants are: [NH:1]1[C:5]2[CH:6]=[CH:7][CH:8]=[CH:9][C:4]=2[N:3]=[C:2]1[CH:10]([NH2:20])[CH2:11][C:12]1[CH:17]=[CH:16][C:15]([O:18][CH3:19])=[CH:14][CH:13]=1.[CH3:21][N:22]([CH3:27])[CH2:23][CH2:24][CH2:25][NH2:26].[C:28](O)(C(F)(F)F)=[O:29]. (4) Given the product [Cl:1][C:2]1[CH:10]=[C:9]([Cl:11])[C:5]([C:6]([O:8][CH3:17])=[O:7])=[C:4]([N+:12]([O-:14])=[O:13])[C:3]=1[O:15][CH3:16], predict the reactants needed to synthesize it. The reactants are: [Cl:1][C:2]1[CH:10]=[C:9]([Cl:11])[C:5]([C:6]([OH:8])=[O:7])=[C:4]([N+:12]([O-:14])=[O:13])[C:3]=1[O:15][CH3:16].[CH3:17]C(C)=O.C([O-])([O-])=O.[K+].[K+]. (5) Given the product [C:2]([O:10][C@@H:11]1[C@@H:15]([CH2:16][OH:17])[CH:14]=[CH:13][C@@H:12]1[O:19][C:20](=[O:27])[C:21]1[CH:26]=[CH:25][CH:24]=[CH:23][CH:22]=1)(=[O:9])[C:3]1[CH:4]=[CH:5][CH:6]=[CH:7][CH:8]=1, predict the reactants needed to synthesize it. The reactants are: Cl.[C:2]([O:10][C@@H:11]1[C@@H:15]([CH2:16][OH:17])[CH2:14][C@@H:13](N)[C@@H:12]1[O:19][C:20](=[O:27])[C:21]1[CH:26]=[CH:25][CH:24]=[CH:23][CH:22]=1)(=[O:9])[C:3]1[CH:8]=[CH:7][CH:6]=[CH:5][CH:4]=1.C(#N)C.O.N([O-])=O.[Na+]. (6) Given the product [C:19]([NH:23][C:24](=[O:25])[NH:1][C:2]1[CH:3]=[CH:4][C:5]([O:8][C:9](=[O:18])[N:10]([CH3:17])[C:11]2[CH:16]=[CH:15][CH:14]=[CH:13][CH:12]=2)=[N:6][CH:7]=1)([CH3:22])([CH3:21])[CH3:20], predict the reactants needed to synthesize it. The reactants are: [NH2:1][C:2]1[CH:3]=[CH:4][C:5]([O:8][C:9](=[O:18])[N:10]([CH3:17])[C:11]2[CH:16]=[CH:15][CH:14]=[CH:13][CH:12]=2)=[N:6][CH:7]=1.[C:19]([N:23]=[C:24]=[O:25])([CH3:22])([CH3:21])[CH3:20].O1CCCC1. (7) The reactants are: [Mg].BrCCBr.Cl[CH2:7][CH2:8][CH2:9][N:10]([CH3:12])[CH3:11].[CH3:13][C:14]1[CH:15]=[CH:16][C:17]([C:20]#[N:21])=[N:18][CH:19]=1.[BH4-].[Na+].Cl.C(=O)([O-])O.[Na+]. Given the product [CH3:11][N:10]([CH3:12])[CH2:9][CH2:8][CH2:7][CH:20]([C:17]1[CH:16]=[CH:15][C:14]([CH3:13])=[CH:19][N:18]=1)[NH2:21], predict the reactants needed to synthesize it.